This data is from Reaction yield outcomes from USPTO patents with 853,638 reactions. The task is: Predict the reaction yield, written as a fraction of the theoretical maximum amount of product (1.0 means a 100% yield; for example, 0.34 means a 34% yield). (1) The reactants are [CH3:1][O:2][C:3]([CH:5]1[CH2:7][CH:6]1[C:8]1[CH:13]=[CH:12][C:11]([O:14]CC2C=CC=CC=2)=[CH:10][C:9]=1[CH3:22])=[O:4].N#N.[H][H]. The catalyst is CCOC(C)=O.[Pd]. The product is [CH3:1][O:2][C:3]([CH:5]1[CH2:7][CH:6]1[C:8]1[CH:13]=[CH:12][C:11]([OH:14])=[CH:10][C:9]=1[CH3:22])=[O:4]. The yield is 1.00. (2) The catalyst is C(OCC)(=O)C.O1CCCC1. The yield is 0.830. The product is [C:1]([C:5]1[CH:9]=[C:8]([C:10]([CH3:11])([CH3:13])[CH3:12])[N:7]([CH2:14][C:15]2[CH:16]=[C:17]([CH:34]=[CH:35][C:36]=2[O:37][CH2:38][CH:39]([CH3:41])[CH3:40])[CH2:18][NH:19][C:20]2[CH:25]=[CH:24][C:23]([CH2:26][CH2:27][C:28]([OH:30])=[O:29])=[C:22]([F:33])[CH:21]=2)[N:6]=1)([CH3:2])([CH3:3])[CH3:4]. The reactants are [C:1]([C:5]1[CH:9]=[C:8]([C:10]([CH3:13])([CH3:12])[CH3:11])[N:7]([CH2:14][C:15]2[CH:16]=[C:17]([CH:34]=[CH:35][C:36]=2[O:37][CH2:38][CH:39]([CH3:41])[CH3:40])[CH2:18][NH:19][C:20]2[CH:25]=[CH:24][C:23]([CH2:26][CH2:27][C:28]([O:30]CC)=[O:29])=[C:22]([F:33])[CH:21]=2)[N:6]=1)([CH3:4])([CH3:3])[CH3:2].CO.[OH-].[Na+].Cl. (3) The reactants are [NH2:1][CH2:2][CH2:3][N:4]([CH3:15])[CH2:5][CH2:6][NH:7][C:8](=[O:14])[O:9][C:10]([CH3:13])([CH3:12])[CH3:11].[C:16](O)(=[O:23])[C:17]1[CH:22]=[CH:21][CH:20]=[N:19][CH:18]=1.CCN=C=NCCCN(C)C. The catalyst is CC#N.CCOC(C)=O. The product is [CH3:15][N:4]([CH2:3][CH2:2][NH:1][C:16](=[O:23])[C:17]1[CH:22]=[CH:21][CH:20]=[N:19][CH:18]=1)[CH2:5][CH2:6][NH:7][C:8](=[O:14])[O:9][C:10]([CH3:11])([CH3:12])[CH3:13]. The yield is 0.300. (4) The reactants are [CH2:1]([O:8][CH2:9][CH2:10][O:11][C:12]1[CH:18]=[CH:17][C:15]([NH2:16])=[CH:14][C:13]=1[C:19]([F:22])([F:21])[F:20])[C:2]1[CH:7]=[CH:6][CH:5]=[CH:4][CH:3]=1.[Br:23][C:24]1[CH:29]=[CH:28][C:27]([CH2:30][C:31](O)=[O:32])=[C:26]([F:34])[C:25]=1[F:35].CCN(C(C)C)C(C)C.CN(C(ON1N=NC2C=CC=NC1=2)=[N+](C)C)C.F[P-](F)(F)(F)(F)F.C([O-])(O)=O.[Na+]. The catalyst is C(Cl)Cl. The product is [CH2:1]([O:8][CH2:9][CH2:10][O:11][C:12]1[CH:18]=[CH:17][C:15]([NH:16][C:31](=[O:32])[CH2:30][C:27]2[CH:28]=[CH:29][C:24]([Br:23])=[C:25]([F:35])[C:26]=2[F:34])=[CH:14][C:13]=1[C:19]([F:20])([F:21])[F:22])[C:2]1[CH:3]=[CH:4][CH:5]=[CH:6][CH:7]=1. The yield is 0.299. (5) The product is [C:6]([C@@:18]([C:13]1[CH:14]=[C:15]([Cl:17])[CH:16]=[C:11]([Cl:10])[CH:12]=1)([C:37]([F:40])([F:39])[F:38])[CH2:19][C:20]([C:22]1[CH:35]=[CH:34][C:25]([C:26]([NH:28][C:29]2([CH3:33])[CH2:32][S:31][CH2:30]2)=[O:27])=[C:24]([CH3:36])[CH:23]=1)=[O:21])#[N:7]. The catalyst is C1(C)C=CC=CC=1. The reactants are [C-]#N.[K+].CC(C)(O)[C:6]#[N:7].[Cl:10][C:11]1[CH:12]=[C:13](/[C:18](/[C:37]([F:40])([F:39])[F:38])=[CH:19]\[C:20]([C:22]2[CH:35]=[CH:34][C:25]([C:26]([NH:28][C:29]3([CH3:33])[CH2:32][S:31][CH2:30]3)=[O:27])=[C:24]([CH3:36])[CH:23]=2)=[O:21])[CH:14]=[C:15]([Cl:17])[CH:16]=1.O. The yield is 0.240.